Dataset: Peptide-MHC class I binding affinity with 185,985 pairs from IEDB/IMGT. Task: Regression. Given a peptide amino acid sequence and an MHC pseudo amino acid sequence, predict their binding affinity value. This is MHC class I binding data. The peptide sequence is CCFHCQVC. The binding affinity (normalized) is 0.0119. The MHC is HLA-A03:01 with pseudo-sequence HLA-A03:01.